From a dataset of KCNQ2 potassium channel screen with 302,405 compounds. Binary Classification. Given a drug SMILES string, predict its activity (active/inactive) in a high-throughput screening assay against a specified biological target. (1) The molecule is S(CC(=O)N1CCN(CC1)c1ncc(cc1)C(F)(F)F)c1c(cccc1)C. The result is 0 (inactive). (2) The drug is O1CC2C(C3(N(C2c2c1cccc2)C(=O)N(C3=O)c1cc(ccc1)C)C)c1ccccc1. The result is 0 (inactive). (3) The compound is S(c1n2c([nH]n1)nc(=O)cc2N)Cc1ccc(cc1)C#N. The result is 0 (inactive). (4) The compound is s1c(C(=O)NNC2CC(=O)N(C2=O)c2cc(OC)ccc2)ccc1. The result is 0 (inactive). (5) The compound is O=C(N1CCN(CC1)c1ccccc1)Cc1c2c(oc1)cc(cc2)C. The result is 0 (inactive). (6) The molecule is s1c(N2CCN(CC2)C(=O)CCC)nc2c1cc(cc2)CC. The result is 0 (inactive).